Dataset: Forward reaction prediction with 1.9M reactions from USPTO patents (1976-2016). Task: Predict the product of the given reaction. Given the reactants [OH:1][C@@H:2]1[C@@H:7]2[CH2:8][CH2:9][C@@H:4]([C@@H:5]([CH3:17])[N:6]2[C:10]([O:12][C:13]([CH3:16])([CH3:15])[CH3:14])=[O:11])[CH2:3]1.C(C)(C)C, predict the reaction product. The product is: [CH3:17][C@@H:5]1[C@@H:4]2[CH2:9][CH2:8][C@@H:7]([C:2](=[O:1])[CH2:3]2)[N:6]1[C:10]([O:12][C:13]([CH3:14])([CH3:16])[CH3:15])=[O:11].